Dataset: Reaction yield outcomes from USPTO patents with 853,638 reactions. Task: Predict the reaction yield, written as a fraction of the theoretical maximum amount of product (1.0 means a 100% yield; for example, 0.34 means a 34% yield). (1) The reactants are [NH:1]1[C:9]2[C:4](=[CH:5][CH:6]=[CH:7][CH:8]=2)[C:3]2([C:13]3=[CH:14][C:15]4[O:19][CH2:18][O:17][C:16]=4[CH:20]=[C:12]3[O:11][CH2:10]2)[C:2]1=[O:21].C(=O)([O-])[O-].[Cs+].[Cs+].Br[CH2:29][C:30]1[O:34][C:33]([C:35]([F:38])([F:37])[F:36])=[C:32]([C:39]([O:41][CH2:42][CH3:43])=[O:40])[CH:31]=1. The catalyst is CC(=O)CC. The product is [O:21]=[C:2]1[C:3]2([C:13]3=[CH:14][C:15]4[O:19][CH2:18][O:17][C:16]=4[CH:20]=[C:12]3[O:11][CH2:10]2)[C:4]2[C:9](=[CH:8][CH:7]=[CH:6][CH:5]=2)[N:1]1[CH2:29][C:30]1[O:34][C:33]([C:35]([F:38])([F:36])[F:37])=[C:32]([C:39]([O:41][CH2:42][CH3:43])=[O:40])[CH:31]=1. The yield is 0.610. (2) The reactants are Br[C:2]1[C:3]2[N:4]([C:9]([C:12]([NH:14][C:15]3[CH:20]=[CH:19][N:18]=[CH:17][CH:16]=3)=[O:13])=[CH:10][N:11]=2)[N:5]=[C:6]([Cl:8])[CH:7]=1.ClC1C=C(Cl)C2N(C(C(NC3C=CN=CC=3)=O)=CN=2)N=1.[N:41]1[CH:46]=[CH:45][CH:44]=[CH:43][C:42]=1[NH2:47].CC(C)([O-])C.[K+]. No catalyst specified. The product is [Cl:8][C:6]1[CH:7]=[C:2]([NH:47][C:42]2[CH:43]=[CH:44][CH:45]=[CH:46][N:41]=2)[C:3]2[N:4]([C:9]([C:12]([NH:14][C:15]3[CH:20]=[CH:19][N:18]=[CH:17][CH:16]=3)=[O:13])=[CH:10][N:11]=2)[N:5]=1. The yield is 0.555. (3) The yield is 0.680. The product is [Br:28][C:29]1[N:34]=[CH:33][C:32]([O:15][CH2:14][CH:11]2[CH2:12][CH2:13][N:8]([C:1]([O:3][C:4]([CH3:7])([CH3:6])[CH3:5])=[O:2])[CH2:9][CH2:10]2)=[CH:31][CH:30]=1. The reactants are [C:1]([N:8]1[CH2:13][CH2:12][CH:11]([CH2:14][OH:15])[CH2:10][CH2:9]1)([O:3][C:4]([CH3:7])([CH3:6])[CH3:5])=[O:2].CCN(CC)CC.CS(Cl)(=O)=O.[Br:28][C:29]1[N:34]=[CH:33][C:32](O)=[CH:31][CH:30]=1.C([O-])([O-])=O.[K+].[K+]. The catalyst is C(Cl)Cl.CN(C=O)C. (4) The reactants are Br[C:2]1[N:7]=[C:6]([C:8]2[CH:9]=[C:10]([S:14]([NH:17][C:18]([CH3:21])([CH3:20])[CH3:19])(=[O:16])=[O:15])[CH:11]=[CH:12][CH:13]=2)[CH:5]=[CH:4][CH:3]=1.[CH2:22]([Sn:26]([CH2:44][CH2:45][CH2:46][CH3:47])([CH2:40][CH2:41][CH2:42][CH3:43])[Sn:26]([CH2:40][CH2:41][CH2:42][CH3:43])([CH2:44][CH2:45][CH2:46][CH3:47])[CH2:22][CH2:23][CH2:24][CH3:25])[CH2:23][CH2:24][CH3:25]. The catalyst is C1(C)C=CC=CC=1.C1C=CC([P]([Pd]([P](C2C=CC=CC=2)(C2C=CC=CC=2)C2C=CC=CC=2)([P](C2C=CC=CC=2)(C2C=CC=CC=2)C2C=CC=CC=2)[P](C2C=CC=CC=2)(C2C=CC=CC=2)C2C=CC=CC=2)(C2C=CC=CC=2)C2C=CC=CC=2)=CC=1. The product is [C:18]([NH:17][S:14]([C:10]1[CH:11]=[CH:12][CH:13]=[C:8]([C:6]2[CH:5]=[CH:4][CH:3]=[C:2]([Sn:26]([CH2:40][CH2:41][CH2:42][CH3:43])([CH2:44][CH2:45][CH2:46][CH3:47])[CH2:22][CH2:23][CH2:24][CH3:25])[N:7]=2)[CH:9]=1)(=[O:16])=[O:15])([CH3:21])([CH3:20])[CH3:19]. The yield is 0.230. (5) The reactants are [C:1]([O:5][C:6](=[O:20])[N:7]([CH2:9][CH2:10][C:11]1[CH:16]=[CH:15][C:14]([Cl:17])=[C:13]([CH:18]=O)[CH:12]=1)[CH3:8])([CH3:4])([CH3:3])[CH3:2].CCN(CC)CC.[CH:28]1([NH2:31])[CH2:30][CH2:29]1.[BH4-].[Na+].C([O-])(O)=O.[Na+]. The catalyst is CO. The product is [C:1]([O:5][C:6](=[O:20])[N:7]([CH2:9][CH2:10][C:11]1[CH:16]=[CH:15][C:14]([Cl:17])=[C:13]([CH2:18][NH:31][CH:28]2[CH2:30][CH2:29]2)[CH:12]=1)[CH3:8])([CH3:4])([CH3:3])[CH3:2]. The yield is 0.500.